This data is from CYP2C9 inhibition data for predicting drug metabolism from PubChem BioAssay. The task is: Regression/Classification. Given a drug SMILES string, predict its absorption, distribution, metabolism, or excretion properties. Task type varies by dataset: regression for continuous measurements (e.g., permeability, clearance, half-life) or binary classification for categorical outcomes (e.g., BBB penetration, CYP inhibition). Dataset: cyp2c9_veith. (1) The drug is CC(C)[C@@]1(NC(=O)[C@@H]2C[C@H]3c4cccc5[nH]cc(c45)C[C@@H]3N(C)C2)O[C@]2(O)[C@H]3CCCN3C(=O)[C@H](Cc3ccccc3)N2C1=O.CS(=O)(=O)O. The result is 1 (inhibitor). (2) The compound is CCOC(=O)c1sc2nc3c(cc2c1N)COC(C(C)C)C3. The result is 0 (non-inhibitor). (3) The drug is COc1ccc(C2NC(=O)c3sc4nc(C)c(C(C)=O)c(-c5ccc(Cl)cc5)c4c3N2)cc1. The result is 1 (inhibitor). (4) The drug is O=C(Nc1cccc(C(=O)Nc2ccc(S(=O)(=O)[O-])c3cc(S(=O)(=O)[O-])cc(S(=O)(=O)[O-])c23)c1)Nc1cccc(C(=O)Nc2ccc(S(=O)(=O)[O-])c3cc(S(=O)(=O)[O-])cc(S(=O)(=O)[O-])c23)c1.[Na+].[Na+].[Na+].[Na+].[Na+].[Na+]. The result is 0 (non-inhibitor). (5) The drug is O=C(O)C(Cc1ccccc1)Cc1ccccc1. The result is 0 (non-inhibitor). (6) The drug is CO[C@H]1COC(=O)C/C=C\[C@H](C)COC(=O)[C@@H](OCc2ccccc2)/C=C\[C@@H]1C. The result is 0 (non-inhibitor). (7) The drug is CSc1nnnc2ccccc12. The result is 0 (non-inhibitor). (8) The drug is Cn1c(=O)c2[nH]c(CCCCc3nc4ccccc4[nH]3)nc2n(C)c1=O. The result is 0 (non-inhibitor). (9) The drug is COc1ccc(COC(=O)N/N=C2/C[C@@H](O)[C@@H](O)[C@H]3[C@H]2CC[C@H]2C(=O)N(c4ccc(F)cc4F)C(=O)[C@H]32)cc1. The result is 0 (non-inhibitor). (10) The compound is O=C1CC(=Nc2ccccc2)NN1c1ccccc1. The result is 1 (inhibitor).